This data is from Full USPTO retrosynthesis dataset with 1.9M reactions from patents (1976-2016). The task is: Predict the reactants needed to synthesize the given product. Given the product [CH3:11][N:2]([CH3:1])[C:3]1[CH:4]=[C:5]([NH:10][CH2:13][CH2:14][CH2:15][CH2:16][CH2:17][C:18]([OH:20])=[O:19])[CH:6]=[CH:7][C:8]=1[CH3:9], predict the reactants needed to synthesize it. The reactants are: [CH3:1][N:2]([CH3:11])[C:3]1[C:8]([CH3:9])=[CH:7][CH:6]=[C:5]([NH2:10])[CH:4]=1.Br[CH2:13][CH2:14][CH2:15][CH2:16][CH2:17][C:18]([OH:20])=[O:19].C(N(CC)CC)C.